This data is from Catalyst prediction with 721,799 reactions and 888 catalyst types from USPTO. The task is: Predict which catalyst facilitates the given reaction. (1) Reactant: [O:1]=[C:2]1[C:10]2([C:22]3[C:13](=[CH:14][C:15]4[O:20][CH2:19][CH2:18][O:17][C:16]=4[CH:21]=3)[O:12][CH2:11]2)[C:9]2[C:4](=[CH:5][CH:6]=[CH:7][CH:8]=2)[N:3]1[CH2:23][C:24]1[CH:25]=[C:26]([CH:31]=[CH:32][CH:33]=1)[C:27]([O:29]C)=[O:28].[OH-].[Li+]. Product: [O:1]=[C:2]1[C:10]2([C:22]3[C:13](=[CH:14][C:15]4[O:20][CH2:19][CH2:18][O:17][C:16]=4[CH:21]=3)[O:12][CH2:11]2)[C:9]2[C:4](=[CH:5][CH:6]=[CH:7][CH:8]=2)[N:3]1[CH2:23][C:24]1[CH:25]=[C:26]([CH:31]=[CH:32][CH:33]=1)[C:27]([OH:29])=[O:28]. The catalyst class is: 30. (2) Reactant: [CH:1]1([N:4]2[C:12]3[C:7](=[CH:8][C:9]([C:13](OC)=[O:14])=[CH:10][CH:11]=3)[CH:6]=[N:5]2)[CH2:3][CH2:2]1.[H-].[H-].[H-].[H-].[Li+].[Al+3]. Product: [CH:1]1([N:4]2[C:12]3[C:7](=[CH:8][C:9]([CH2:13][OH:14])=[CH:10][CH:11]=3)[CH:6]=[N:5]2)[CH2:3][CH2:2]1. The catalyst class is: 1.